Dataset: Catalyst prediction with 721,799 reactions and 888 catalyst types from USPTO. Task: Predict which catalyst facilitates the given reaction. Reactant: [H-].[Al+3].[Li+].[H-].[H-].[H-].O=[C:8]1[NH:13][CH2:12][C@@H:11]([C:14](OC)=[O:15])[C@H:10]([C:18]2[CH:23]=[C:22]([F:24])[C:21]([F:25])=[CH:20][C:19]=2[F:26])[CH2:9]1.[OH-].[Na+]. Product: [F:26][C:19]1[CH:20]=[C:21]([F:25])[C:22]([F:24])=[CH:23][C:18]=1[C@@H:10]1[CH2:9][CH2:8][NH:13][CH2:12][C@H:11]1[CH2:14][OH:15]. The catalyst class is: 7.